From a dataset of Full USPTO retrosynthesis dataset with 1.9M reactions from patents (1976-2016). Predict the reactants needed to synthesize the given product. Given the product [Cl:1][C:2]1[N:3]=[CH:4][C:5]([CH2:8][NH:18][CH2:19][C:20]([O:22][CH2:23][CH3:24])=[O:21])=[CH:6][CH:7]=1, predict the reactants needed to synthesize it. The reactants are: [Cl:1][C:2]1[CH:7]=[CH:6][C:5]([CH2:8]Cl)=[CH:4][N:3]=1.C(N(CC)CC)C.Cl.[NH2:18][CH2:19][C:20]([O:22][CH2:23][CH3:24])=[O:21].